Dataset: Forward reaction prediction with 1.9M reactions from USPTO patents (1976-2016). Task: Predict the product of the given reaction. (1) Given the reactants [C:1]([N:4]1[C:16]2[CH:15]=[CH:14][C:13](Br)=[CH:12][C:11]=2[C:10]2[C:5]1=[CH:6][CH:7]=[CH:8][CH:9]=2)(=O)[CH3:2].[CH:18]1[C:30]2[NH:29][C:28]3[C:23](=[CH:24][CH:25]=[CH:26][CH:27]=3)[C:22]=2C=C[CH:19]=1, predict the reaction product. The product is: [CH:15]1[C:16]2[N:4]([C:1]3[CH:19]=[CH:18][C:30]4[NH:29][C:28]5[C:23]([C:22]=4[CH:2]=3)=[CH:24][CH:25]=[CH:26][CH:27]=5)[C:5]3[C:10](=[CH:9][CH:8]=[CH:7][CH:6]=3)[C:11]=2[CH:12]=[CH:13][CH:14]=1. (2) Given the reactants Br[CH2:2][CH2:3][O:4][CH3:5].C(=O)([O-])[O-].[Cs+].[Cs+].[Cl:12][C:13]1[CH:22]=[C:21]([NH:23][S:24]([CH3:27])(=[O:26])=[O:25])[CH:20]=[CH:19][C:14]=1[C:15]([O:17][CH3:18])=[O:16], predict the reaction product. The product is: [Cl:12][C:13]1[CH:22]=[C:21]([N:23]([CH2:2][CH2:3][O:4][CH3:5])[S:24]([CH3:27])(=[O:26])=[O:25])[CH:20]=[CH:19][C:14]=1[C:15]([O:17][CH3:18])=[O:16]. (3) Given the reactants [C:1]([O:5][C:6]([N:8]1[CH2:13][CH:12]=[C:11]([C:14]2[CH:19]=[C:18]([CH2:20][O:21][C:22]3[CH:27]=[CH:26][CH:25]=[CH:24][C:23]=3[C:28]([F:31])([F:30])[F:29])[CH:17]=[CH:16][C:15]=2[CH2:32]Cl)[CH2:10][CH2:9]1)=[O:7])([CH3:4])([CH3:3])[CH3:2].[C:34]1([C:40]2[CH:45]=[CH:44][C:43]([OH:46])=[CH:42][CH:41]=2)[CH:39]=[CH:38][CH:37]=[CH:36][CH:35]=1.C(=O)([O-])[O-].[K+].[K+].BrC1C(COC2C=CC=CC=2C(F)(F)F)=CC=CC=1COC1C=CC=CC=1C(F)(F)F, predict the reaction product. The product is: [C:1]([O:5][C:6]([N:8]1[CH2:13][CH:12]=[C:11]([C:14]2[CH:19]=[C:18]([CH2:20][O:21][C:22]3[CH:27]=[CH:26][CH:25]=[CH:24][C:23]=3[C:28]([F:31])([F:30])[F:29])[CH:17]=[CH:16][C:15]=2[CH2:32][O:46][C:43]2[CH:42]=[CH:41][C:40]([C:34]3[CH:39]=[CH:38][CH:37]=[CH:36][CH:35]=3)=[CH:45][CH:44]=2)[CH2:10][CH2:9]1)=[O:7])([CH3:4])([CH3:3])[CH3:2]. (4) Given the reactants [CH3:1][O:2][CH2:3][CH2:4][CH2:5][N:6]1[C:11]2[CH:12]=[C:13]([CH2:16][O:17][CH:18]3[CH:23]([C:24]4[CH:29]=[CH:28][C:27](OS(C(F)(F)F)(=O)=O)=[CH:26][CH:25]=4)[CH2:22][CH2:21][N:20]([C:38]([O:40][CH2:41][C:42]4[CH:47]=[CH:46][CH:45]=[CH:44][CH:43]=4)=[O:39])[CH2:19]3)[CH:14]=[CH:15][C:10]=2[O:9][CH2:8][CH2:7]1.[CH3:48][NH:49][C:50]([CH2:52][CH2:53][CH2:54][C:55]#C)=[O:51].C(N(CC)C(C)C)(C)C.C(=O)([O-])O.[Na+], predict the reaction product. The product is: [CH3:1][O:2][CH2:3][CH2:4][CH2:5][N:6]1[C:11]2[CH:12]=[C:13]([CH2:16][O:17][CH:18]3[CH:23]([C:24]4[CH:25]=[CH:26][C:27]([C:55]#[C:54][CH2:53][CH2:52][C:50](=[O:51])[NH:49][CH3:48])=[CH:28][CH:29]=4)[CH2:22][CH2:21][N:20]([C:38]([O:40][CH2:41][C:42]4[CH:43]=[CH:44][CH:45]=[CH:46][CH:47]=4)=[O:39])[CH2:19]3)[CH:14]=[CH:15][C:10]=2[O:9][CH2:8][CH2:7]1.